From a dataset of Full USPTO retrosynthesis dataset with 1.9M reactions from patents (1976-2016). Predict the reactants needed to synthesize the given product. (1) Given the product [Cl:1][C:2]1[CH:3]=[C:4]([CH:7]=[CH:8][C:9]=1[F:10])[C:5](=[N:12][OH:13])[NH2:6], predict the reactants needed to synthesize it. The reactants are: [Cl:1][C:2]1[CH:3]=[C:4]([CH:7]=[CH:8][C:9]=1[F:10])[C:5]#[N:6].Cl.[NH2:12][OH:13].C(=O)([O-])[O-].[K+].[K+]. (2) Given the product [N:34]1([C:32]([C:31]2[CH:38]=[CH:39][C:40]([O:7][C:8]3[CH:9]=[C:10]([CH:20]=[C:21]([O:23][C@H:24]([CH3:27])[CH2:25][OH:26])[CH:22]=3)[C:11]([NH:13][C:14]3[CH:18]=[CH:17][N:16]([CH3:19])[N:15]=3)=[O:12])=[C:29]([F:28])[CH:30]=2)=[O:33])[CH2:37][CH2:36][CH2:35]1, predict the reactants needed to synthesize it. The reactants are: C(=O)([O-])[O-].[Cs+].[Cs+].[OH:7][C:8]1[CH:9]=[C:10]([CH:20]=[C:21]([O:23][C@H:24]([CH3:27])[CH2:25][OH:26])[CH:22]=1)[C:11]([NH:13][C:14]1[CH:18]=[CH:17][N:16]([CH3:19])[N:15]=1)=[O:12].[F:28][C:29]1[CH:30]=[C:31]([CH:38]=[CH:39][C:40]=1F)[C:32]([N:34]1[CH2:37][CH2:36][CH2:35]1)=[O:33].N1C=CN=C1.[Si](Cl)(C(C)(C)C)(C)C. (3) Given the product [F:17][C:18]1[CH:24]=[CH:23][C:21]([NH:22][C:2]2[CH:11]=[CH:10][N:9]=[C:8]3[C:3]=2[C:4]2[CH:16]=[CH:15][CH:14]=[CH:13][C:5]=2[C:6](=[O:12])[NH:7]3)=[CH:20][CH:19]=1, predict the reactants needed to synthesize it. The reactants are: Cl[C:2]1[CH:11]=[CH:10][N:9]=[C:8]2[C:3]=1[C:4]1[CH:16]=[CH:15][CH:14]=[CH:13][C:5]=1[C:6](=[O:12])[NH:7]2.[F:17][C:18]1[CH:24]=[CH:23][C:21]([NH2:22])=[CH:20][CH:19]=1. (4) Given the product [NH2:11][C:10]1[CH:9]=[CH:8][C:7]([CH2:14][C:15]([O:17][CH2:18][C@@:19]2([C:30]([O:32][CH2:33][CH3:34])=[O:31])[C:27]3[C:22](=[CH:23][CH:24]=[CH:25][CH:26]=3)[C:21](=[O:28])[N:20]2[CH3:29])=[O:16])=[CH:6][C:5]=1[C:3](=[O:4])[N:2]([CH3:1])[CH3:35], predict the reactants needed to synthesize it. The reactants are: [CH3:1][N:2]([CH3:35])[C:3]([C:5]1[CH:6]=[C:7]([CH2:14][C:15]([O:17][CH2:18][C@@:19]2([C:30]([O:32][CH2:33][CH3:34])=[O:31])[C:27]3[C:22](=[CH:23][CH:24]=[CH:25][CH:26]=3)[C:21](=[O:28])[N:20]2[CH3:29])=[O:16])[CH:8]=[CH:9][C:10]=1[N+:11]([O-])=O)=[O:4].C(O)(=O)C. (5) The reactants are: [Cl:1][C:2]1[N:7]=[C:6]([C:8]([OH:10])=[O:9])[CH:5]=[CH:4][CH:3]=1.[CH3:11]N(C=O)C.C(Cl)(=O)C(Cl)=O.CO. Given the product [Cl:1][C:2]1[N:7]=[C:6]([C:8]([O:10][CH3:11])=[O:9])[CH:5]=[CH:4][CH:3]=1, predict the reactants needed to synthesize it. (6) Given the product [Cl:1][C:2]1[CH:3]=[N:4][C:5]([N:11]2[CH2:12][CH:13]([NH:15][C:16]3[CH:21]=[CH:20][C:19]([F:22])=[CH:18][C:17]=3[F:23])[CH2:14]2)=[C:6]([CH:10]=1)[C:7]([NH:48][C:49]1([C:52]2[CH:61]=[CH:60][C:55]([C:56]([O:58][CH3:59])=[O:57])=[CH:54][CH:53]=2)[CH2:51][CH2:50]1)=[O:8], predict the reactants needed to synthesize it. The reactants are: [Cl:1][C:2]1[CH:3]=[N:4][C:5]([N:11]2[CH2:14][CH:13]([NH:15][C:16]3[CH:21]=[CH:20][C:19]([F:22])=[CH:18][C:17]=3[F:23])[CH2:12]2)=[C:6]([CH:10]=1)[C:7](O)=[O:8].O.ON1C2C=CC=CC=2N=N1.Cl.C(N=C=NCCCN(C)C)C.Cl.[NH2:48][C:49]1([C:52]2[CH:61]=[CH:60][C:55]([C:56]([O:58][CH3:59])=[O:57])=[CH:54][CH:53]=2)[CH2:51][CH2:50]1.C(N(CC)CC)C. (7) Given the product [Si:1]([O:8][C@@H:9]1[CH2:13][O:12][C@@H:11]2/[C:14](=[CH:26]/[C:27]([O:29][CH2:30][CH3:31])=[O:28])/[CH2:15][O:16][C@H:10]12)([C:4]([CH3:5])([CH3:6])[CH3:7])([CH3:2])[CH3:3], predict the reactants needed to synthesize it. The reactants are: [Si:1]([O:8][C@@H:9]1[CH2:13][O:12][C@@H:11]2[C:14](=O)[CH2:15][O:16][C@H:10]12)([C:4]([CH3:7])([CH3:6])[CH3:5])([CH3:3])[CH3:2].C(OP([CH2:26][C:27]([O:29][CH2:30][CH3:31])=[O:28])(OCC)=O)C.[H-].[Na+]. (8) Given the product [CH:1]1([C:4]2[C:5]([O:24][CH2:25][C:26]([F:27])([F:29])[F:28])=[CH:6][C:7]([C:10]([NH:12][C:13]([C:18]3[N:22]=[C:21]([CH3:23])[O:20][N:19]=3)([CH3:17])[C:14]([N:32]([CH3:33])[CH3:31])=[O:16])=[O:11])=[N:8][CH:9]=2)[CH2:2][CH2:3]1, predict the reactants needed to synthesize it. The reactants are: [CH:1]1([C:4]2[C:5]([O:24][CH2:25][C:26]([F:29])([F:28])[F:27])=[CH:6][C:7]([C:10]([NH:12][C:13]([C:18]3[N:22]=[C:21]([CH3:23])[O:20][N:19]=3)([CH3:17])[C:14]([OH:16])=O)=[O:11])=[N:8][CH:9]=2)[CH2:3][CH2:2]1.Cl.[CH3:31][NH:32][CH3:33]. (9) Given the product [CH3:17][C:5]1([CH2:12][CH2:13][CH:14]([CH3:16])[CH3:15])[C:6]2[C:11](=[CH:10][CH:9]=[CH:8][CH:7]=2)[C:2]([O-:1])=[C:3]([C:19]2[NH:24][C:23]3[CH:25]=[CH:26][C:27]([NH:29][S:30]([CH3:33])(=[O:32])=[O:31])=[CH:28][C:22]=3[S:21](=[O:35])(=[O:34])[N:20]=2)[C:4]1=[O:18].[Na+:37], predict the reactants needed to synthesize it. The reactants are: [OH:1][C:2]1[C:11]2[C:6](=[CH:7][CH:8]=[CH:9][CH:10]=2)[C:5]([CH3:17])([CH2:12][CH2:13][CH:14]([CH3:16])[CH3:15])[C:4](=[O:18])[C:3]=1[C:19]1[NH:24][C:23]2[CH:25]=[CH:26][C:27]([NH:29][S:30]([CH3:33])(=[O:32])=[O:31])=[CH:28][C:22]=2[S:21](=[O:35])(=[O:34])[N:20]=1.[OH-].[Na+:37]. (10) The reactants are: [H-].[H-].[H-].[H-].[Li+].[Al+3].C[Si](C)(C)[O:9][C:10]1([C:25]#[N:26])[C:16]2[CH:17]=[CH:18][CH:19]=[CH:20][C:15]=2[S:14][C:13]2[CH:21]=[CH:22][CH:23]=[CH:24][C:12]=2[CH2:11]1. Given the product [NH2:26][CH2:25][C:10]1([OH:9])[C:16]2[CH:17]=[CH:18][CH:19]=[CH:20][C:15]=2[S:14][C:13]2[CH:21]=[CH:22][CH:23]=[CH:24][C:12]=2[CH2:11]1, predict the reactants needed to synthesize it.